This data is from PAMPA (Parallel Artificial Membrane Permeability Assay) permeability data from NCATS. The task is: Regression/Classification. Given a drug SMILES string, predict its absorption, distribution, metabolism, or excretion properties. Task type varies by dataset: regression for continuous measurements (e.g., permeability, clearance, half-life) or binary classification for categorical outcomes (e.g., BBB penetration, CYP inhibition). Dataset: pampa_ncats. (1) The drug is CCN1N=CC(=N1)NC(=O)CN2C3=C(C=C(C=C3)C4=CC(=CC=C4)OC)C=N2. The result is 1 (high permeability). (2) The compound is COC(=O)C1=CC2=C(C=C1)N=C(O2)NC3=NC(C4=C(N3)CCCC4=O)C5=C(C=NN5)Cl. The result is 1 (high permeability). (3) The molecule is CCOC(=O)C1=C(C(=C(N1)C)CCC(=O)N2CCN(CC2)C3=C(C=CC(=C3)Cl)C)C. The result is 1 (high permeability). (4) The molecule is CCN1C2=C(C=CC(=C2)C(=O)NCC3=CC=C(C=C3)C#N)[S@@](=O)C4=CC=CC=C4C1=O. The result is 1 (high permeability). (5) The compound is CC1=CC=C(C=C1)S(=O)(=O)NC2=C(C=CN=C2)C(=O)NC3=NC(=CS3)C4=CC(=CS4)Br. The result is 0 (low-to-moderate permeability). (6) The molecule is C1CN2CCC1C(C2C(C3=CC=CC=C3)C4=CC=CC=C4)NCC5=CC=CC=C5I. The result is 1 (high permeability). (7) The compound is C1CN(CCN1)C2=CC(=O)N3C(=N2)SC(=N3)C4=CC(=CC=C4)NC(=O)CN. The result is 0 (low-to-moderate permeability). (8) The drug is C1=CC=C2C(=C1)C(=NC(=N2)C3=CC=NC=C3)NC4=NOC=C4. The result is 1 (high permeability).